Dataset: Blood-brain barrier permeability classification from the B3DB database. Task: Regression/Classification. Given a drug SMILES string, predict its absorption, distribution, metabolism, or excretion properties. Task type varies by dataset: regression for continuous measurements (e.g., permeability, clearance, half-life) or binary classification for categorical outcomes (e.g., BBB penetration, CYP inhibition). Dataset: b3db_classification. (1) The molecule is CCCN(CCC)c1cc(C)nc2c(-c3cnc(N(C)C)cc3C)c(C)nn12. The result is 1 (penetrates BBB). (2) The molecule is C[C@]12C[C@H](O)[C@H]3[C@@H](CCC4=CC(=O)CC[C@@]43C)[C@@H]1CC[C@]2(O)C(=O)COC(=O)CCC1CCCC1. The result is 1 (penetrates BBB). (3) The compound is CN(C)[C@@H]1C(=O)C(C(N)=O)=C(O)[C@@]2(O)C(=O)C3=C(O)c4c(O)ccc(Cl)c4[C@@](C)(O)[C@@H]3C[C@H]12. The result is 0 (does not penetrate BBB). (4) The molecule is CC(C1=C(CCN(C)C)Cc2ccccc21)c1ccccn1. The result is 1 (penetrates BBB). (5) The compound is C[C@]12CC[C@H]3[C@@H](CCC4=CC(=O)CC[C@@]43C)[C@@H]1CC[C@]2(O)C(=O)CO. The result is 1 (penetrates BBB). (6) The molecule is OCC(Br)(Br)Br. The result is 1 (penetrates BBB). (7) The molecule is COc1ccc(CCN2CCC(Nc3nc4ccccc4n3Cc3ccc(F)cc3)CC2)cc1. The result is 1 (penetrates BBB). (8) The compound is CCCCOC[C@@H](CN1C(=O)N(C[C@H](COCCCC)OC(N)=O)C(=O)C(CC)(c2ccccc2)C1=O)OC(N)=O. The result is 1 (penetrates BBB). (9) The drug is CC(C)C1(C(C)C)OCC(CO)O1. The result is 1 (penetrates BBB). (10) The molecule is CC=CC(=O)N(CCC)C(CC)C(=O)N(C)C. The result is 1 (penetrates BBB).